From a dataset of NCI-60 drug combinations with 297,098 pairs across 59 cell lines. Regression. Given two drug SMILES strings and cell line genomic features, predict the synergy score measuring deviation from expected non-interaction effect. (1) Drug 1: COC1=NC(=NC2=C1N=CN2C3C(C(C(O3)CO)O)O)N. Drug 2: C1CC(=O)NC(=O)C1N2C(=O)C3=CC=CC=C3C2=O. Cell line: M14. Synergy scores: CSS=1.57, Synergy_ZIP=16.0, Synergy_Bliss=22.2, Synergy_Loewe=6.47, Synergy_HSA=7.41. (2) Drug 1: CN1CCC(CC1)COC2=C(C=C3C(=C2)N=CN=C3NC4=C(C=C(C=C4)Br)F)OC. Drug 2: CC1CCC2CC(C(=CC=CC=CC(CC(C(=O)C(C(C(=CC(C(=O)CC(OC(=O)C3CCCCN3C(=O)C(=O)C1(O2)O)C(C)CC4CCC(C(C4)OC)OCCO)C)C)O)OC)C)C)C)OC. Cell line: SNB-75. Synergy scores: CSS=13.1, Synergy_ZIP=-5.54, Synergy_Bliss=-0.693, Synergy_Loewe=1.10, Synergy_HSA=2.08. (3) Drug 1: CC1C(C(CC(O1)OC2CC(CC3=C2C(=C4C(=C3O)C(=O)C5=C(C4=O)C(=CC=C5)OC)O)(C(=O)C)O)N)O.Cl. Drug 2: C1=NC2=C(N1)C(=S)N=C(N2)N. Cell line: OVCAR-4. Synergy scores: CSS=36.4, Synergy_ZIP=-13.0, Synergy_Bliss=-7.90, Synergy_Loewe=-5.42, Synergy_HSA=-4.34. (4) Drug 1: CC1=C(C(=CC=C1)Cl)NC(=O)C2=CN=C(S2)NC3=CC(=NC(=N3)C)N4CCN(CC4)CCO. Drug 2: CS(=O)(=O)OCCCCOS(=O)(=O)C. Cell line: HOP-92. Synergy scores: CSS=13.6, Synergy_ZIP=-4.19, Synergy_Bliss=-1.77, Synergy_Loewe=-5.38, Synergy_HSA=-0.487. (5) Drug 1: C1CCC(C(C1)N)N.C(=O)(C(=O)[O-])[O-].[Pt+4]. Drug 2: CC(C)CN1C=NC2=C1C3=CC=CC=C3N=C2N. Cell line: NCI/ADR-RES. Synergy scores: CSS=12.0, Synergy_ZIP=-1.18, Synergy_Bliss=-0.826, Synergy_Loewe=-0.930, Synergy_HSA=-0.671. (6) Drug 1: C1CC(C1)(C(=O)O)C(=O)O.[NH2-].[NH2-].[Pt+2]. Drug 2: CCC1(C2=C(COC1=O)C(=O)N3CC4=CC5=C(C=CC(=C5CN(C)C)O)N=C4C3=C2)O.Cl. Cell line: NCI-H322M. Synergy scores: CSS=3.17, Synergy_ZIP=0.277, Synergy_Bliss=2.09, Synergy_Loewe=-8.80, Synergy_HSA=-1.68. (7) Drug 1: CCN(CC)CCNC(=O)C1=C(NC(=C1C)C=C2C3=C(C=CC(=C3)F)NC2=O)C. Drug 2: CCN(CC)CCCC(C)NC1=C2C=C(C=CC2=NC3=C1C=CC(=C3)Cl)OC. Cell line: UACC-257. Synergy scores: CSS=2.59, Synergy_ZIP=-2.56, Synergy_Bliss=-3.18, Synergy_Loewe=-5.12, Synergy_HSA=-4.55.